Dataset: Forward reaction prediction with 1.9M reactions from USPTO patents (1976-2016). Task: Predict the product of the given reaction. Given the reactants Cl[C:2]1[CH:3]=[C:4]([C:9]2[N:13]3[CH:14]=[CH:15][C:16]([C:19]([OH:22])([CH3:21])[CH3:20])=[C:17]([F:18])[C:12]3=[N:11][CH:10]=2)[CH:5]=[CH:6][C:7]=1[F:8].[C:23]1([C:29]2[CH:33]=[C:32](B(O)O)[O:31][N:30]=2)[CH:28]=[CH:27][CH:26]=[CH:25][CH:24]=1, predict the reaction product. The product is: [F:18][C:17]1[C:12]2[N:13]([C:9]([C:4]3[CH:5]=[CH:6][C:7]([F:8])=[C:2]([C:32]4[O:31][N:30]=[C:29]([C:23]5[CH:28]=[CH:27][CH:26]=[CH:25][CH:24]=5)[CH:33]=4)[CH:3]=3)=[CH:10][N:11]=2)[CH:14]=[CH:15][C:16]=1[C:19]([OH:22])([CH3:21])[CH3:20].